Dataset: NCI-60 drug combinations with 297,098 pairs across 59 cell lines. Task: Regression. Given two drug SMILES strings and cell line genomic features, predict the synergy score measuring deviation from expected non-interaction effect. (1) Drug 1: C#CCC(CC1=CN=C2C(=N1)C(=NC(=N2)N)N)C3=CC=C(C=C3)C(=O)NC(CCC(=O)O)C(=O)O. Drug 2: CN(C(=O)NC(C=O)C(C(C(CO)O)O)O)N=O. Cell line: PC-3. Synergy scores: CSS=-3.54, Synergy_ZIP=-2.07, Synergy_Bliss=-9.08, Synergy_Loewe=-1.49, Synergy_HSA=-10.4. (2) Drug 1: C1CCC(CC1)NC(=O)N(CCCl)N=O. Drug 2: CC1CCC2CC(C(=CC=CC=CC(CC(C(=O)C(C(C(=CC(C(=O)CC(OC(=O)C3CCCCN3C(=O)C(=O)C1(O2)O)C(C)CC4CCC(C(C4)OC)O)C)C)O)OC)C)C)C)OC. Cell line: SK-MEL-5. Synergy scores: CSS=4.25, Synergy_ZIP=-7.07, Synergy_Bliss=-10.2, Synergy_Loewe=-14.8, Synergy_HSA=-11.3. (3) Drug 1: CC12CCC(CC1=CCC3C2CCC4(C3CC=C4C5=CN=CC=C5)C)O. Drug 2: C1=CC=C(C=C1)NC(=O)CCCCCCC(=O)NO. Cell line: SK-MEL-5. Synergy scores: CSS=12.4, Synergy_ZIP=-7.43, Synergy_Bliss=-8.32, Synergy_Loewe=-24.5, Synergy_HSA=-10.3. (4) Drug 1: CN1CCC(CC1)COC2=C(C=C3C(=C2)N=CN=C3NC4=C(C=C(C=C4)Br)F)OC. Drug 2: CN(C)C1=NC(=NC(=N1)N(C)C)N(C)C. Cell line: CAKI-1. Synergy scores: CSS=30.0, Synergy_ZIP=-9.43, Synergy_Bliss=-0.881, Synergy_Loewe=-57.6, Synergy_HSA=1.32. (5) Drug 1: C1=NC2=C(N=C(N=C2N1C3C(C(C(O3)CO)O)F)Cl)N. Drug 2: C1CCC(C(C1)N)N.C(=O)(C(=O)[O-])[O-].[Pt+4]. Cell line: NCI-H226. Synergy scores: CSS=17.7, Synergy_ZIP=-4.32, Synergy_Bliss=0.126, Synergy_Loewe=1.76, Synergy_HSA=1.42. (6) Drug 1: CC1CCC2CC(C(=CC=CC=CC(CC(C(=O)C(C(C(=CC(C(=O)CC(OC(=O)C3CCCCN3C(=O)C(=O)C1(O2)O)C(C)CC4CCC(C(C4)OC)O)C)C)O)OC)C)C)C)OC. Drug 2: C1=CN(C=N1)CC(O)(P(=O)(O)O)P(=O)(O)O. Cell line: NCI/ADR-RES. Synergy scores: CSS=1.55, Synergy_ZIP=-1.77, Synergy_Bliss=-1.89, Synergy_Loewe=-1.19, Synergy_HSA=-1.54. (7) Drug 1: C(CC(=O)O)C(=O)CN.Cl. Drug 2: CN(C(=O)NC(C=O)C(C(C(CO)O)O)O)N=O. Cell line: OVCAR-8. Synergy scores: CSS=-8.89, Synergy_ZIP=7.64, Synergy_Bliss=6.54, Synergy_Loewe=-5.63, Synergy_HSA=-5.49. (8) Drug 1: CN(C)N=NC1=C(NC=N1)C(=O)N. Drug 2: C1CC(=O)NC(=O)C1N2C(=O)C3=CC=CC=C3C2=O. Cell line: RXF 393. Synergy scores: CSS=0.514, Synergy_ZIP=0.0446, Synergy_Bliss=2.75, Synergy_Loewe=0.926, Synergy_HSA=1.39.